From a dataset of Full USPTO retrosynthesis dataset with 1.9M reactions from patents (1976-2016). Predict the reactants needed to synthesize the given product. Given the product [O:1]1[CH2:6][CH2:5][N:4]([S:7]([C:10]2[CH:11]=[CH:12][C:13]3[C:14]4[N:22]=[C:21]([C:23]5[CH:28]=[CH:27][CH:26]=[CH:25][CH:24]=5)[CH:20]=[C:19]([C:29]([NH2:33])=[O:31])[C:15]=4[NH:16][C:17]=3[CH:18]=2)(=[O:8])=[O:9])[CH2:3][CH2:2]1, predict the reactants needed to synthesize it. The reactants are: [O:1]1[CH2:6][CH2:5][N:4]([S:7]([C:10]2[CH:11]=[CH:12][C:13]3[C:14]4[N:22]=[C:21]([C:23]5[CH:28]=[CH:27][CH:26]=[CH:25][CH:24]=5)[CH:20]=[C:19]([C:29]([O:31]C)=O)[C:15]=4[NH:16][C:17]=3[CH:18]=2)(=[O:9])=[O:8])[CH2:3][CH2:2]1.[NH3:33].